From a dataset of Peptide-MHC class I binding affinity with 185,985 pairs from IEDB/IMGT. Regression. Given a peptide amino acid sequence and an MHC pseudo amino acid sequence, predict their binding affinity value. This is MHC class I binding data. (1) The MHC is Mamu-A01 with pseudo-sequence Mamu-A01. The binding affinity (normalized) is 0.631. The peptide sequence is KTKHLCRLI. (2) The MHC is HLA-A02:02 with pseudo-sequence HLA-A02:02. The peptide sequence is PIFFCLWVY. The binding affinity (normalized) is 0.172.